Dataset: Full USPTO retrosynthesis dataset with 1.9M reactions from patents (1976-2016). Task: Predict the reactants needed to synthesize the given product. (1) The reactants are: [NH2:1][C:2]1[CH:7]=[CH:6][C:5]([CH2:8][S:9]([N:12]([CH3:14])[CH3:13])(=[O:11])=[O:10])=[CH:4][CH:3]=1.[N:15]([O-])=O.[Na+].[ClH:19]. Given the product [ClH:19].[NH:1]([C:2]1[CH:7]=[CH:6][C:5]([CH2:8][S:9]([N:12]([CH3:14])[CH3:13])(=[O:11])=[O:10])=[CH:4][CH:3]=1)[NH2:15], predict the reactants needed to synthesize it. (2) Given the product [Br:1][C:2]1[N:3]=[C:4]([N:11]([CH:12]2[CH2:14][CH2:13]2)[C:15](=[O:16])[O:17][C:18]([CH3:21])([CH3:20])[CH3:19])[C:5]2[N:6]([CH:8]=[CH:9][N:10]=2)[CH:7]=1, predict the reactants needed to synthesize it. The reactants are: [Br:1][C:2]1[N:3]=[C:4]([NH:11][CH:12]2[CH2:14][CH2:13]2)[C:5]2[N:6]([CH:8]=[CH:9][N:10]=2)[CH:7]=1.[C:15](O[C:15]([O:17][C:18]([CH3:21])([CH3:20])[CH3:19])=[O:16])([O:17][C:18]([CH3:21])([CH3:20])[CH3:19])=[O:16].N1C=CC=CC=1. (3) Given the product [Si:1]([O:8][C@H:9]1[CH2:15][CH2:14][C@H:13]2[N:16]([CH2:25][CH:24]=[CH2:23])[C@:10]1([C:17]1[CH:22]=[CH:21][CH:20]=[CH:19][CH:18]=1)[CH2:11][CH2:12]2)([C:4]([CH3:7])([CH3:6])[CH3:5])([CH3:3])[CH3:2], predict the reactants needed to synthesize it. The reactants are: [Si:1]([O:8][C@H:9]1[CH2:15][CH2:14][C@H:13]2[NH:16][C@:10]1([C:17]1[CH:22]=[CH:21][CH:20]=[CH:19][CH:18]=1)[CH2:11][CH2:12]2)([C:4]([CH3:7])([CH3:6])[CH3:5])([CH3:3])[CH3:2].[CH2:23](Br)[CH:24]=[CH2:25].C(=O)([O-])[O-].[K+].[K+].CN(C)C=O. (4) Given the product [CH3:1][O:2][C:3]1[CH:10]=[CH:9][C:6]([N:7]([CH3:8])[CH2:12][CH2:13][O:14][C:15]2[CH:20]=[CH:19][C:18]([OH:21])=[CH:17][CH:16]=2)=[CH:5][CH:4]=1, predict the reactants needed to synthesize it. The reactants are: [CH3:1][O:2][C:3]1[CH:10]=[CH:9][C:6]([NH:7][CH3:8])=[CH:5][CH:4]=1.Br[CH2:12][CH2:13][O:14][C:15]1[CH:20]=[CH:19][C:18]([OH:21])=[CH:17][CH:16]=1.C(N(C(C)C)CC)(C)C.